Dataset: Forward reaction prediction with 1.9M reactions from USPTO patents (1976-2016). Task: Predict the product of the given reaction. (1) Given the reactants [Li+].C[Si]([N-][Si](C)(C)C)(C)C.[CH3:11][O:12][C:13]([CH:15]1[CH2:19][C:18](=[O:20])[N:17]([C:21]2[C:26]([CH3:27])=[CH:25][CH:24]=[CH:23][C:22]=2[CH3:28])[CH2:16]1)=[O:14].I[CH:30]1[CH2:34][CH2:33][CH2:32][CH2:31]1.[NH4+].[Cl-], predict the reaction product. The product is: [CH3:11][O:12][C:13]([C:15]1([CH:30]2[CH2:34][CH2:33][CH2:32][CH2:31]2)[CH2:19][C:18](=[O:20])[N:17]([C:21]2[C:26]([CH3:27])=[CH:25][CH:24]=[CH:23][C:22]=2[CH3:28])[CH2:16]1)=[O:14]. (2) The product is: [C:1]([C:5]1[N:6]=[C:7]([N:23]2[CH2:24][CH2:25][C@H:27]([OH:26])[C@@H:28]2[CH2:46][OH:49])[C:8]2[N:13]=[N:12][N:11]([CH2:14][C:15]3[CH:16]=[CH:17][C:18]([O:21][CH3:22])=[CH:19][CH:20]=3)[C:9]=2[N:10]=1)([CH3:4])([CH3:3])[CH3:2]. Given the reactants [C:1]([C:5]1[N:6]=[C:7]([N:23]2[CH2:28][CH2:27][O:26][CH2:25][CH2:24]2)[C:8]2[N:13]=[N:12][N:11]([CH2:14][C:15]3[CH:20]=[CH:19][C:18]([O:21][CH3:22])=[CH:17][CH:16]=3)[C:9]=2[N:10]=1)([CH3:4])([CH3:3])[CH3:2].C(C1N=C(Cl)C2N=NN(CC3C=C[C:46]([O:49]C)=CC=3)C=2N=1)(C)(C)C.Cl.OC[C@H]1[C@@H](O)CCN1, predict the reaction product. (3) Given the reactants [Cl:1][C:2]1[C:27]([C:28]2([C:31]#[N:32])[CH2:30][CH2:29]2)=[CH:26][CH:25]=[CH:24][C:3]=1[C:4]([NH:6][C:7]1[CH:12]=[C:11]([O:13][C:14]2[CH:19]=[CH:18][C:17]([N+:20]([O-])=O)=[CH:16][N:15]=2)[CH:10]=[CH:9][C:8]=1[F:23])=[O:5].[Cl-].[Ca+2].[Cl-].O.[OH-].[Na+], predict the reaction product. The product is: [NH2:20][C:17]1[CH:18]=[CH:19][C:14]([O:13][C:11]2[CH:10]=[CH:9][C:8]([F:23])=[C:7]([NH:6][C:4](=[O:5])[C:3]3[CH:24]=[CH:25][CH:26]=[C:27]([C:28]4([C:31]#[N:32])[CH2:29][CH2:30]4)[C:2]=3[Cl:1])[CH:12]=2)=[N:15][CH:16]=1. (4) Given the reactants [CH3:1][O:2][C:3](=[O:50])[CH2:4][N:5]([C:10]1[CH:15]=[CH:14][C:13]([S:16]([N:19]2[CH2:22][CH:21]([N:23](CC3C=CC=CC=3)[CH2:24][CH:25]([OH:42])[CH2:26][O:27][C:28]3[CH:33]=[CH:32][C:31]([O:34]CC4C=CC=CC=4)=[CH:30][CH:29]=3)[CH2:20]2)(=[O:18])=[O:17])=[CH:12][CH:11]=1)[CH2:6][CH2:7][CH2:8][CH3:9].C([O-])=O.[NH4+], predict the reaction product. The product is: [CH3:1][O:2][C:3](=[O:50])[CH2:4][N:5]([CH2:6][CH2:7][CH2:8][CH3:9])[C:10]1[CH:11]=[CH:12][C:13]([S:16]([N:19]2[CH2:22][CH:21]([NH:23][CH2:24][CH:25]([OH:42])[CH2:26][O:27][C:28]3[CH:29]=[CH:30][C:31]([OH:34])=[CH:32][CH:33]=3)[CH2:20]2)(=[O:18])=[O:17])=[CH:14][CH:15]=1. (5) Given the reactants C([O:3][C:4](=[O:29])[C:5]1[CH:10]=[CH:9][C:8]([CH:11]2[CH2:15][C:14]([C:20]3[CH:25]=[C:24]([Cl:26])[CH:23]=[C:22]([Cl:27])[CH:21]=3)([C:16]([F:19])([F:18])[F:17])[CH:13]=[N:12]2)=[CH:7][C:6]=1[CH3:28])C.[OH-].[Na+].Cl.C(OCC)(=O)C, predict the reaction product. The product is: [Cl:26][C:24]1[CH:25]=[C:20]([C:14]2([C:16]([F:18])([F:19])[F:17])[CH:13]=[N:12][CH:11]([C:8]3[CH:9]=[CH:10][C:5]([C:4]([OH:29])=[O:3])=[C:6]([CH3:28])[CH:7]=3)[CH2:15]2)[CH:21]=[C:22]([Cl:27])[CH:23]=1. (6) Given the reactants [CH:1]([C:3]1[CH:17]=[CH:16][C:6]([O:7][C:8]2[CH:15]=[CH:14][C:11]([C:12]#[N:13])=[CH:10][CH:9]=2)=[CH:5][CH:4]=1)=[O:2].C(=O)([O-])[O-:19].[K+].[K+].OO, predict the reaction product. The product is: [CH:1]([C:3]1[CH:17]=[CH:16][C:6]([O:7][C:8]2[CH:15]=[CH:14][C:11]([C:12]([NH2:13])=[O:19])=[CH:10][CH:9]=2)=[CH:5][CH:4]=1)=[O:2].